Task: Predict the reaction yield, written as a fraction of the theoretical maximum amount of product (1.0 means a 100% yield; for example, 0.34 means a 34% yield).. Dataset: Reaction yield outcomes from USPTO patents with 853,638 reactions (1) The reactants are [H-].[Na+].[OH:3][CH:4]1[CH2:9][CH2:8][CH:7]([N:10]([CH3:18])[C:11](=[O:17])[O:12][C:13]([CH3:16])([CH3:15])[CH3:14])[CH2:6][CH2:5]1.[Si:19]([O:26][CH2:27][C@H:28]1[CH2:39][CH2:38][C:37]2[S:36][C:35]3[N:34]=[CH:33][N:32]=[C:31](Cl)[C:30]=3[C:29]1=2)([C:22]([CH3:25])([CH3:24])[CH3:23])([CH3:21])[CH3:20]. The catalyst is C1COCC1. The product is [Si:19]([O:26][CH2:27][C@H:28]1[CH2:39][CH2:38][C:37]2[S:36][C:35]3[N:34]=[CH:33][N:32]=[C:31]([O:3][CH:4]4[CH2:9][CH2:8][CH:7]([N:10]([CH3:18])[C:11](=[O:17])[O:12][C:13]([CH3:14])([CH3:15])[CH3:16])[CH2:6][CH2:5]4)[C:30]=3[C:29]1=2)([C:22]([CH3:25])([CH3:23])[CH3:24])([CH3:21])[CH3:20]. The yield is 0.880. (2) The reactants are C[O:2][CH:3]=[CH:4][CH2:5][C@H:6]1[O:10][C:9]([CH3:12])([CH3:11])[O:8][C:7]1=[O:13].CC(C)=O. The catalyst is OS(O)(=O)=O.C([O-])(O)=O.[Na+]. The product is [CH3:11][C:9]1([CH3:12])[O:10][C@H:6]([CH2:5][CH2:4][CH:3]=[O:2])[C:7](=[O:13])[O:8]1. The yield is 0.580. (3) The reactants are C1(C)C=CC(S(Cl)(=O)=O)=CC=1.[CH3:12][C:13]1[CH:18]=[CH:17][N:16]=[CH:15][C:14]=1[C:19]([N:21]1[CH2:26][CH2:25][CH2:24][CH2:23][CH:22]1[C:27]([O-])=O)=O.[Na+].ClC(=C)[C:33]#[N:34].[CH2:36](N(CC)CC)C. The catalyst is ClC(Cl)C. The product is [CH3:12][C:13]1[CH:18]=[CH:17][N:16]=[CH:15][C:14]=1[C:19]1[N:21]2[C:22]([CH2:23][CH2:24][CH2:25][CH2:26]2)=[C:27]([C:33]#[N:34])[CH:36]=1. The yield is 0.660. (4) The reactants are CC1(C)[C@@H:6]([CH2:7][C:8]([OH:10])=[O:9])[C:5](=[O:11])OO1.[C:13]([O:19]C(Cl)=O)(=O)[CH2:14]C(C)C.[CH2:23](N(CC)CC)C.[CH2:30]([SH:32])[CH3:31]. The catalyst is CCOCC.C(Cl)Cl. The product is [CH3:23][C:13]1([CH3:14])[O:19][C@H:7]([CH2:6][C:5](=[O:11])[S:32][CH2:30][CH3:31])[C:8](=[O:9])[O:10]1. The yield is 0.820. (5) The catalyst is C1(C)C=CC=CC=1.C(Cl)Cl.CC([O-])=O.CC([O-])=O.[Pd+2]. The reactants are Br[C:2]1[CH:3]=[C:4]([CH:12]=[CH:13][CH:14]=1)[O:5][C:6]1[CH:7]=[N:8][CH:9]=[N:10][CH:11]=1.[Cl:15][C:16]1[CH:17]=[C:18]([CH:22]=[CH:23][CH:24]=1)[C:19]([NH2:21])=[O:20].CC([O-])(C)C.[Na+].CC1(C)C2C(=C(P(C3C=CC=CC=3)C3C=CC=CC=3)C=CC=2)OC2C(P(C3C=CC=CC=3)C3C=CC=CC=3)=CC=CC1=2. The yield is 0.0900. The product is [Cl:15][C:16]1[CH:17]=[C:18]([CH:22]=[CH:23][CH:24]=1)[C:19]([NH:21][C:2]1[CH:14]=[CH:13][CH:12]=[C:4]([O:5][C:6]2[CH:7]=[N:8][CH:9]=[N:10][CH:11]=2)[CH:3]=1)=[O:20]. (6) The reactants are [Si:1]([O:8][C@@H:9]1[C@H:13]([CH2:14][O:15][Si](C(C)(C)C)(C)C)[CH2:12][C@@H:11]([N:23]2[C:27]3[N:28]=[CH:29][N:30]=[C:31]([NH:32][CH2:33][CH:34]4[CH2:36][CH2:35]4)[C:26]=3[CH:25]=[CH:24]2)[CH2:10]1)([C:4]([CH3:7])([CH3:6])[CH3:5])([CH3:3])[CH3:2]. The catalyst is C1COCC1.N1C=CC=CC=1.F.N1C=CC=CC=1. The product is [Si:1]([O:8][C@H:9]1[CH2:10][C@H:11]([N:23]2[C:27]3[N:28]=[CH:29][N:30]=[C:31]([NH:32][CH2:33][CH:34]4[CH2:36][CH2:35]4)[C:26]=3[CH:25]=[CH:24]2)[CH2:12][C@H:13]1[CH2:14][OH:15])([C:4]([CH3:7])([CH3:6])[CH3:5])([CH3:3])[CH3:2]. The yield is 0.500. (7) The reactants are [Cl:1][C:2]1[CH:3]=[C:4]([N:8]2[N:12]=[N:11][C:10]([CH:13]([OH:15])[CH3:14])=[N:9]2)[CH:5]=[CH:6][CH:7]=1.[H-].[Na+].CS([C:22]1[N:23]([CH3:33])[C:24]([C:27]2[CH:32]=[CH:31][N:30]=[CH:29][CH:28]=2)=[N:25][N:26]=1)(=O)=O. No catalyst specified. The product is [Cl:1][C:2]1[CH:3]=[C:4]([N:8]2[N:12]=[N:11][C:10]([CH:13]([O:15][C:22]3[N:23]([CH3:33])[C:24]([C:27]4[CH:32]=[CH:31][N:30]=[CH:29][CH:28]=4)=[N:25][N:26]=3)[CH3:14])=[N:9]2)[CH:5]=[CH:6][CH:7]=1. The yield is 0.480. (8) The reactants are Br[C:2]1[CH:7]=[CH:6][CH:5]=[CH:4][N:3]=1.[Li]CCCC.[C:13]([C:21]1[CH:26]=[CH:25][CH:24]=[CH:23][CH:22]=1)(=[O:20])[C:14]1[CH:19]=[CH:18][CH:17]=[CH:16][CH:15]=1. The catalyst is C1COCC1. The product is [C:21]1([C:13]([C:14]2[CH:15]=[CH:16][CH:17]=[CH:18][CH:19]=2)([C:2]2[CH:7]=[CH:6][CH:5]=[CH:4][N:3]=2)[OH:20])[CH:22]=[CH:23][CH:24]=[CH:25][CH:26]=1. The yield is 0.950. (9) The catalyst is C(Cl)Cl.C(Cl)(Cl)Cl. The product is [CH:1]1([O:6]/[N:7]=[C:8](\[C:12]2[CH:17]=[CH:16][C:15]([Cl:18])=[C:14]([Cl:19])[CH:13]=2)/[C:9]([NH:35][C:32]2[CH:33]=[CH:34][N:30]([CH3:29])[N:31]=2)=[O:11])[CH2:2][CH2:3][CH2:4][CH2:5]1. The reactants are [CH:1]1([O:6]/[N:7]=[C:8](\[C:12]2[CH:17]=[CH:16][C:15]([Cl:18])=[C:14]([Cl:19])[CH:13]=2)/[C:9]([OH:11])=O)[CH2:5][CH2:4][CH2:3][CH2:2]1.C(N(CC)C(C)C)(C)C.[CH3:29][N:30]1[CH:34]=[CH:33][C:32]([NH2:35])=[N:31]1. The yield is 0.820.